Dataset: Forward reaction prediction with 1.9M reactions from USPTO patents (1976-2016). Task: Predict the product of the given reaction. Given the reactants N(C(N1CCCCC1)=O)=NC(N1CCCCC1)=O.[Cl:19][C:20]1[CH:39]=[CH:38][C:23]([NH:24][C:25]2[C:34]3[C:29](=[CH:30][C:31]([OH:37])=[C:32]([O:35][CH3:36])[CH:33]=3)[N:28]=[CH:27][N:26]=2)=[C:22]([F:40])[CH:21]=1.[CH2:41]([O:48][CH2:49][CH2:50][CH2:51]O)[C:42]1[CH:47]=[CH:46][CH:45]=[CH:44][CH:43]=1.C(P(CCCC)CCCC)CCC, predict the reaction product. The product is: [ClH:19].[CH2:41]([O:48][CH2:49][CH2:50][CH2:51][O:37][C:31]1[CH:30]=[C:29]2[C:34]([C:25]([NH:24][C:23]3[CH:38]=[CH:39][C:20]([Cl:19])=[CH:21][C:22]=3[F:40])=[N:26][CH:27]=[N:28]2)=[CH:33][C:32]=1[O:35][CH3:36])[C:42]1[CH:47]=[CH:46][CH:45]=[CH:44][CH:43]=1.